Task: Predict which catalyst facilitates the given reaction.. Dataset: Catalyst prediction with 721,799 reactions and 888 catalyst types from USPTO (1) Reactant: C([O:3][C:4]([C:6]1[O:10][C:9]([C:11]2[CH:16]=[CH:15][C:14]([C:17]#[N:18])=[CH:13][CH:12]=2)=[N:8][CH:7]=1)=[O:5])C.[OH-].[Na+]. Product: [C:17]([C:14]1[CH:13]=[CH:12][C:11]([C:9]2[O:10][C:6]([C:4]([OH:5])=[O:3])=[CH:7][N:8]=2)=[CH:16][CH:15]=1)#[N:18]. The catalyst class is: 7. (2) Reactant: [C:1]([N:8]1[C:16]2[C:11](=[CH:12][C:13]([B:17]3[O:25]C(C)(C)C(C)(C)[O:18]3)=[CH:14][CH:15]=2)[CH:10]=[CH:9]1)([O:3][C:4]([CH3:7])([CH3:6])[CH3:5])=[O:2]. Product: [C:1]([N:8]1[C:16]2[C:11](=[CH:12][C:13]([B:17]([OH:18])[OH:25])=[CH:14][CH:15]=2)[CH:10]=[CH:9]1)([O:3][C:4]([CH3:7])([CH3:6])[CH3:5])=[O:2]. The catalyst class is: 95. (3) Reactant: [Cl:1][C:2]1[N:3]=[CH:4][NH:5][C:6]=1[Cl:7].[OH-].[K+].[Br:10][CH2:11][CH2:12][CH2:13][CH2:14][CH2:15][CH2:16][CH3:17].[K+].[Br-].Br[CH2:21][C:22]1[CH:31]=[CH:30][C:29]2[C:24](=[CH:25][CH:26]=[CH:27][CH:28]=2)[CH:23]=1. Product: [Br-:10].[CH2:11]([C:30]1[C:29]2[C:24](=[CH:25][CH:26]=[CH:27][CH:28]=2)[CH:23]=[C:22]([CH3:21])[C:31]=1[N+:3]1[C:2]([Cl:1])=[C:6]([Cl:7])[NH:5][CH:4]=1)[CH2:12][CH2:13][CH2:14][CH2:15][CH2:16][CH3:17]. The catalyst class is: 10.